The task is: Predict the reaction yield, written as a fraction of the theoretical maximum amount of product (1.0 means a 100% yield; for example, 0.34 means a 34% yield).. This data is from Reaction yield outcomes from USPTO patents with 853,638 reactions. (1) The reactants are [NH2:1][C:2]1[CH:3]=[CH:4][C:5]([S:12](=[O:25])(=[O:24])[NH:13][C:14]2[CH:15]=[CH:16][C:17]3[CH2:21][O:20][B:19]([OH:22])[C:18]=3[CH:23]=2)=[C:6]([CH2:8][C:9]([OH:11])=O)[CH:7]=1.NN.C1CN([P+](O[N:45]2[N:53]=NC3C=CC=CC2=3)(N2CCCC2)N2CCCC2)CC1.F[P-](F)(F)(F)(F)F.C(N(CC)CC)C. The catalyst is CN(C=O)C. The product is [NH2:1][C:2]1[CH:3]=[CH:4][C:5]([S:12]([NH:13][C:14]2[CH:15]=[CH:16][C:17]3[CH2:21][O:20][B:19]([OH:22])[C:18]=3[CH:23]=2)(=[O:24])=[O:25])=[C:6]([CH2:8][C:9]([NH:45][NH2:53])=[O:11])[CH:7]=1. The yield is 0.160. (2) The reactants are [H-].[Na+].C([O:7][C:8](=[O:18])[CH2:9][CH:10]([CH2:14][CH:15]([CH3:17])[CH3:16])[C:11](O)=O)(C)(C)C.O. The catalyst is C1COCC1. The product is [CH2:14]([CH:10]1[CH2:11][O:18][C:8](=[O:7])[CH2:9]1)[CH:15]([CH3:16])[CH3:17]. The yield is 0.720. (3) The reactants are C(Br)[C:2]1[CH:7]=[CH:6][CH:5]=[CH:4]C=1.ICCCCC.[CH3:15][C:16]1[N:17]=[C:18]([N:26]2[CH2:30][CH2:29][NH:28][C:27]2=[O:31])[S:19][C:20]=1[C:21]([O:23][CH2:24][CH3:25])=[O:22]. No catalyst specified. The product is [CH3:15][C:16]1[N:17]=[C:18]([N:26]2[CH2:30][CH2:29][N:28]([CH2:4][CH2:5][CH2:6][CH2:7][CH3:2])[C:27]2=[O:31])[S:19][C:20]=1[C:21]([O:23][CH2:24][CH3:25])=[O:22]. The yield is 0.690. (4) The reactants are [C:1]([C:5]1[CH:9]=[C:8]([NH2:10])[NH:7][N:6]=1)([CH3:4])([CH3:3])[CH3:2].Br[C:12]1[CH:13]=[CH:14][C:15]([F:19])=[C:16]([OH:18])[CH:17]=1.C(=O)([O-])[O-].[K+].[K+].CN[C@H]1CCCC[C@@H]1NC. The catalyst is C1(C)C=CC=CC=1.CCOC(C)=O.O.[Cu]I. The product is [NH2:10][C:8]1[N:7]([C:12]2[CH:13]=[CH:14][C:15]([F:19])=[C:16]([OH:18])[CH:17]=2)[N:6]=[C:5]([C:1]([CH3:4])([CH3:3])[CH3:2])[CH:9]=1. The yield is 0.700. (5) The reactants are [OH:1][C:2]1[CH:3]=[C:4]2[C:9](=[CH:10][CH:11]=1)[CH:8]=[C:7]([C@:12]1([CH3:18])[CH2:16][O:15][C:14](=[O:17])[NH:13]1)[CH:6]=[CH:5]2.[CH:19]1([CH:24]2[CH2:29][CH2:28][CH:27](O)[CH2:26][CH2:25]2)[CH2:23][CH2:22][CH2:21][CH2:20]1.C1(P(C2C=CC=CC=2)C2C=CC=CC=2)C=CC=CC=1.O1CCCC1.N(C(OC(C)C)=O)=NC(OC(C)C)=O. No catalyst specified. The product is [CH:19]1([CH:24]2[CH2:25][CH2:26][CH:27]([O:1][C:2]3[CH:3]=[C:4]4[C:9](=[CH:10][CH:11]=3)[CH:8]=[C:7]([C@:12]3([CH3:18])[CH2:16][O:15][C:14](=[O:17])[NH:13]3)[CH:6]=[CH:5]4)[CH2:28][CH2:29]2)[CH2:20][CH2:21][CH2:22][CH2:23]1. The yield is 0.270. (6) The reactants are [Br:1][C:2]1[CH:10]=[CH:9][C:5]([C:6](O)=[O:7])=[C:4]([CH3:11])[CH:3]=1.C(Cl)(C(Cl)=O)=O.[NH4+:18].[OH-]. The catalyst is ClCCl. The product is [Br:1][C:2]1[CH:10]=[CH:9][C:5]([C:6]([NH2:18])=[O:7])=[C:4]([CH3:11])[CH:3]=1. The yield is 1.00. (7) The reactants are Cl[C:2]1[CH:3]=[C:4]([NH:11][C:12]2[CH:17]=[CH:16][CH:15]=[C:14]([N:18]3[CH2:22][CH2:21][CH2:20][CH:19]3[CH3:23])[N:13]=2)[C:5]2[N:6]([CH:8]=[CH:9][N:10]=2)[N:7]=1.[OH:24][C:25]1[CH:30]=[CH:29][C:28](B(O)O)=[CH:27][CH:26]=1.CC(C1C=C(C(C)C)C(C2C=CC=CC=2P(C2CCCCC2)C2CCCCC2)=C(C(C)C)C=1)C.C([O-])([O-])=O.[Na+].[Na+]. The catalyst is O1CCOCC1.O.C1C=CC(/C=C/C(/C=C/C2C=CC=CC=2)=O)=CC=1.C1C=CC(/C=C/C(/C=C/C2C=CC=CC=2)=O)=CC=1.[Pd]. The product is [CH3:23][CH:19]1[CH2:20][CH2:21][CH2:22][N:18]1[C:14]1[N:13]=[C:12]([NH:11][C:4]2[C:5]3[N:6]([CH:8]=[CH:9][N:10]=3)[N:7]=[C:2]([C:28]3[CH:29]=[CH:30][C:25]([OH:24])=[CH:26][CH:27]=3)[CH:3]=2)[CH:17]=[CH:16][CH:15]=1. The yield is 0.510. (8) The reactants are C(Cl)CCl.[CH2:5]([C:7]1[C:15]2[C:10](=[CH:11][CH:12]=[CH:13][CH:14]=2)[NH:9][C:8]=1[CH2:16][NH:17][CH3:18])[CH3:6].Cl.[O:20]=[C:21]1[NH:30][C:29]2[N:28]=[CH:27][C:26](/[CH:31]=[CH:32]/[C:33]([OH:35])=O)=[CH:25][C:24]=2[CH2:23][CH2:22]1.C1C=CC2N(O)N=NC=2C=1.CCN(C(C)C)C(C)C. The catalyst is CN(C=O)C.O. The product is [CH2:5]([C:7]1[C:15]2[C:10](=[CH:11][CH:12]=[CH:13][CH:14]=2)[NH:9][C:8]=1[CH2:16][N:17]([CH3:18])[C:33](=[O:35])/[CH:32]=[CH:31]/[C:26]1[CH:27]=[N:28][C:29]2[NH:30][C:21](=[O:20])[CH2:22][CH2:23][C:24]=2[CH:25]=1)[CH3:6]. The yield is 0.670. (9) The reactants are C(OC(N1CCC2(C(C(O)=O)C2)CC1)=O)C1C=CC=CC=1.Cl.Cl.C1(N2CCNCC2)CCC1.[CH2:34]([O:41][C:42]([N:44]1[CH2:65][CH2:64][C:47]2([CH:49]([C:50]([N:52]3[CH2:57][CH2:56][N:55]([CH:58]4CC[CH2:61][CH2:60][CH2:59]4)[CH2:54][CH2:53]3)=[O:51])[CH2:48]2)[CH2:46][CH2:45]1)=[O:43])[C:35]1[CH:40]=[CH:39][CH:38]=[CH:37][CH:36]=1. No catalyst specified. The product is [CH2:34]([O:41][C:42]([N:44]1[CH2:45][CH2:46][C:47]2([CH:49]([C:50]([N:52]3[CH2:53][CH2:54][N:55]([CH:58]4[CH2:61][CH2:60][CH2:59]4)[CH2:56][CH2:57]3)=[O:51])[CH2:48]2)[CH2:64][CH2:65]1)=[O:43])[C:35]1[CH:36]=[CH:37][CH:38]=[CH:39][CH:40]=1. The yield is 0.400.